Task: Predict which catalyst facilitates the given reaction.. Dataset: Catalyst prediction with 721,799 reactions and 888 catalyst types from USPTO (1) Reactant: [CH:1]([Li])(CC)C.[Cl:6][C:7]1[CH:8]=[C:9]([C@@H:13]2[C@@H:18]([C:19]3[CH:24]=[CH:23][C:22]([Cl:25])=[CH:21][CH:20]=3)[N:17]([C@@H:26]([CH2:35][CH3:36])[CH2:27][N:28]3[CH2:32][CH2:31][CH2:30][S:29]3(=[O:34])=[O:33])[C:16](=[O:37])[C@H:15]([CH2:38][C:39]3[CH:44]=[CH:43][CH:42]=[C:41]([O:45][CH3:46])[N:40]=3)[CH2:14]2)[CH:10]=[CH:11][CH:12]=1.IC.C(=O)(O)[O-].[Na+]. Product: [Cl:6][C:7]1[CH:8]=[C:9]([C@@H:13]2[C@@H:18]([C:19]3[CH:20]=[CH:21][C:22]([Cl:25])=[CH:23][CH:24]=3)[N:17]([C@@H:26]([CH2:35][CH3:36])[CH2:27][N:28]3[CH2:32][CH2:31][CH2:30][S:29]3(=[O:34])=[O:33])[C:16](=[O:37])[C@@:15]([CH2:38][C:39]3[CH:44]=[CH:43][CH:42]=[C:41]([O:45][CH3:46])[N:40]=3)([CH3:1])[CH2:14]2)[CH:10]=[CH:11][CH:12]=1. The catalyst class is: 1. (2) Product: [O:15]=[C:9]1[N:8]([C:17]2[CH:35]=[CH:34][C:20]([C:21]([NH:23][C:24]3[CH:25]=[CH:26][CH:27]=[C:28]4[C:33]=3[N:32]=[CH:31][CH:30]=[CH:29]4)=[O:22])=[CH:19][CH:18]=2)[CH:7]([C:1]2[CH:2]=[CH:3][CH:4]=[CH:5][CH:6]=2)[C:11]2([CH2:14][CH2:13][CH2:12]2)[O:10]1. The catalyst class is: 62. Reactant: [C:1]1([CH:7]2[C:11]3([CH2:14][CH2:13][CH2:12]3)[O:10][C:9](=[O:15])[NH:8]2)[CH:6]=[CH:5][CH:4]=[CH:3][CH:2]=1.I[C:17]1[CH:35]=[CH:34][C:20]([C:21]([NH:23][C:24]2[CH:25]=[CH:26][CH:27]=[C:28]3[C:33]=2[N:32]=[CH:31][CH:30]=[CH:29]3)=[O:22])=[CH:19][CH:18]=1.C([O-])([O-])=O.[Cs+].[Cs+].CC(C1C=C(C(C)C)C(C2C=CC=CC=2P(C2CCCCC2)C2CCCCC2)=C(C(C)C)C=1)C. (3) Reactant: [C:1]([CH:5]1[N:14]2[C:9](=[CH:10][C:11](=[O:20])[C:12]([C:15]([O:17][CH2:18][CH3:19])=[O:16])=[CH:13]2)[C:8]2[CH:21]=[C:22]([O:26][CH3:27])[C:23]([OH:25])=[CH:24][C:7]=2[CH2:6]1)([CH3:4])([CH3:3])[CH3:2].C([O-])([O-])=O.[K+].[K+].Br[CH2:35][CH2:36][CH2:37][N:38]1[CH:42]=[N:41][CH:40]=[N:39]1. Product: [C:1]([CH:5]1[N:14]2[C:9](=[CH:10][C:11](=[O:20])[C:12]([C:15]([O:17][CH2:18][CH3:19])=[O:16])=[CH:13]2)[C:8]2[CH:21]=[C:22]([O:26][CH3:27])[C:23]([O:25][CH2:35][CH2:36][CH2:37][N:38]3[CH:42]=[N:41][CH:40]=[N:39]3)=[CH:24][C:7]=2[CH2:6]1)([CH3:2])([CH3:3])[CH3:4]. The catalyst class is: 3.